This data is from Forward reaction prediction with 1.9M reactions from USPTO patents (1976-2016). The task is: Predict the product of the given reaction. (1) Given the reactants [CH2:1]([N:3]1[C:7]2[CH:8]=[CH:9][CH:10]=[C:11]([CH3:12])[C:6]=2[N:5]([CH2:13][O:14][CH2:15][CH2:16][Si:17]([CH3:20])([CH3:19])[CH3:18])[C:4]1=[O:21])[CH3:2].[Br:22]N1C(=O)CCC1=O.N(C(C)(C)C#N)=NC(C)(C)C#N.C(OOC(=O)C1C=CC=CC=1)(=O)C1C=CC=CC=1, predict the reaction product. The product is: [Br:22][CH2:12][C:11]1[C:6]2[N:5]([CH2:13][O:14][CH2:15][CH2:16][Si:17]([CH3:19])([CH3:18])[CH3:20])[C:4](=[O:21])[N:3]([CH2:1][CH3:2])[C:7]=2[CH:8]=[CH:9][CH:10]=1. (2) Given the reactants [N+:1]([C:4]1[CH:12]=[C:11]2[C:7]([CH:8]=[N:9][NH:10]2)=[CH:6][CH:5]=1)([O-:3])=[O:2].C([O-])([O-])=O.[K+].[K+].[CH3:19][O:20][CH:21]([O:24][CH3:25])[CH2:22]Br, predict the reaction product. The product is: [CH3:19][O:20][CH:21]([O:24][CH3:25])[CH2:22][N:9]1[CH:8]=[C:7]2[C:11]([CH:12]=[C:4]([N+:1]([O-:3])=[O:2])[CH:5]=[CH:6]2)=[N:10]1. (3) Given the reactants Br[CH2:2][C:3]1[CH:12]=[CH:11][C:6]([C:7]([O:9][CH3:10])=[O:8])=[CH:5][CH:4]=1.[CH3:13][NH:14][CH3:15].O, predict the reaction product. The product is: [CH3:13][N:14]([CH2:2][C:3]1[CH:12]=[CH:11][C:6]([C:7]([O:9][CH3:10])=[O:8])=[CH:5][CH:4]=1)[CH3:15]. (4) The product is: [Cl:1][CH2:2][CH2:3][N:4]([P:5]([N:14]([CH2:15][CH2:16][Cl:17])[CH2:18][CH2:19][Cl:20])([O:6][CH2:7][CH2:8][S:9][CH2:10][CH2:11][O:12][P:28]([N:27]([CH2:26][CH2:25][Cl:24])[CH2:38][CH2:39][Cl:40])([N:30]([CH2:31][CH2:32][Cl:33])[CH2:34][CH2:35][Cl:36])=[O:29])=[O:13])[CH2:21][CH2:22][Cl:23]. Given the reactants [Cl:1][CH2:2][CH2:3][N:4]([CH2:21][CH2:22][Cl:23])[P:5]([N:14]([CH2:18][CH2:19][Cl:20])[CH2:15][CH2:16][Cl:17])(=[O:13])[O:6][CH2:7][CH2:8][S:9][CH2:10][CH2:11][OH:12].[Cl:24][CH2:25][CH2:26][N:27]([CH2:38][CH2:39][Cl:40])[P:28](Cl)([N:30]([CH2:34][CH2:35][Cl:36])[CH2:31][CH2:32][Cl:33])=[O:29].CC(C)([O-])C.[K+], predict the reaction product. (5) Given the reactants [C:1]1([C:7]2[N:11]=[C:10]([N:12]3[CH2:17][CH2:16][NH:15][CH2:14][CH2:13]3)[S:9][N:8]=2)[CH:6]=[CH:5][CH:4]=[CH:3][CH:2]=1.C(N(CC)CC)C.[N:25]1[CH:30]=[CH:29][CH:28]=[C:27]([N:31]=[C:32]=[S:33])[CH:26]=1, predict the reaction product. The product is: [C:1]1([C:7]2[N:11]=[C:10]([N:12]3[CH2:17][CH2:16][N:15]([C:32](=[S:33])[NH:31][C:27]4[CH:26]=[N:25][CH:30]=[CH:29][CH:28]=4)[CH2:14][CH2:13]3)[S:9][N:8]=2)[CH:2]=[CH:3][CH:4]=[CH:5][CH:6]=1. (6) Given the reactants [OH:1][CH2:2][C:3]1[CH:4]=[C:5]2[C:10](=[CH:11][CH:12]=1)[C:9](=[O:13])[N:8]([CH2:14][CH:15]([CH3:17])[CH3:16])[C:7]([CH2:18][NH:19][C:20](=[O:26])[O:21][C:22]([CH3:25])([CH3:24])[CH3:23])=[C:6]2[C:27]1[CH:32]=[CH:31][CH:30]=[CH:29][CH:28]=1.C(N(CC)CC)C.[CH3:40][S:41](Cl)(=[O:43])=[O:42].Cl, predict the reaction product. The product is: [CH3:40][S:41]([O:1][CH2:2][C:3]1[CH:4]=[C:5]2[C:10](=[CH:11][CH:12]=1)[C:9](=[O:13])[N:8]([CH2:14][CH:15]([CH3:17])[CH3:16])[C:7]([CH2:18][NH:19][C:20]([O:21][C:22]([CH3:25])([CH3:23])[CH3:24])=[O:26])=[C:6]2[C:27]1[CH:28]=[CH:29][CH:30]=[CH:31][CH:32]=1)(=[O:43])=[O:42]. (7) Given the reactants [F:1][C:2]1[CH:7]=[CH:6][C:5]([N:8]2[C:12](=[O:13])[C:11]([CH3:15])([CH3:14])[NH:10][C:9]2=[O:16])=[CH:4][C:3]=1[C:17]1[S:18][CH:19]=[CH:20][CH:21]=1.[Br:22][C:23]1[CH:28]=[C:27]([F:29])[CH:26]=[CH:25][C:24]=1[CH2:30]Br, predict the reaction product. The product is: [Br:22][C:23]1[CH:28]=[C:27]([F:29])[CH:26]=[CH:25][C:24]=1[CH2:30][N:10]1[C:11]([CH3:15])([CH3:14])[C:12](=[O:13])[N:8]([C:5]2[CH:6]=[CH:7][C:2]([F:1])=[C:3]([C:17]3[S:18][CH:19]=[CH:20][CH:21]=3)[CH:4]=2)[C:9]1=[O:16]. (8) Given the reactants Cl.[CH3:2][NH:3][CH2:4][C:5]1[CH:13]=[CH:12][CH:11]=[C:10]2[C:6]=1[CH2:7][N:8]([CH:15]1[CH2:20][CH2:19][C:18](=[O:21])[NH:17][C:16]1=[O:22])[C:9]2=[O:14].[CH:23]1([N:29]=[C:30]=[O:31])[CH2:28][CH2:27][CH2:26][CH2:25][CH2:24]1.C(N(C(C)C)CC)(C)C, predict the reaction product. The product is: [CH:23]1([NH:29][C:30](=[O:31])[N:3]([CH2:4][C:5]2[CH:13]=[CH:12][CH:11]=[C:10]3[C:6]=2[CH2:7][N:8]([CH:15]2[CH2:20][CH2:19][C:18](=[O:21])[NH:17][C:16]2=[O:22])[C:9]3=[O:14])[CH3:2])[CH2:28][CH2:27][CH2:26][CH2:25][CH2:24]1. (9) Given the reactants [CH3:1][O:2][C:3](=[O:29])[CH2:4][O:5][C:6]1[CH:15]=[CH:14][CH:13]=[C:12]2[C:7]=1[CH2:8][CH:9]1[CH2:18][CH:17]([OH:19])[CH:16]([CH2:20][CH2:21][CH:22]([OH:28])[CH2:23][CH2:24][CH2:25][CH2:26][CH3:27])[CH:10]1[CH2:11]2.CCN(C(C)C)C(C)C.[CH:39]1([C:42](Cl)=[O:43])[CH2:41][CH2:40]1, predict the reaction product. The product is: [OH:28][CH:22]([CH2:23][CH2:24][CH2:25][CH2:26][CH3:27])[CH2:21][CH2:20][CH:16]1[CH:10]2[CH2:11][C:12]3[C:7]([CH2:8][CH:9]2[CH2:18][CH:17]1[O:19][C:42]([CH:39]1[CH2:41][CH2:40]1)=[O:43])=[C:6]([O:5][CH2:4][C:3]([O:2][CH3:1])=[O:29])[CH:15]=[CH:14][CH:13]=3. (10) Given the reactants [Cl:1][C:2]1[C:3]([C:8]2[CH:9]=[N:10][C:11]([CH3:14])=[CH:12][CH:13]=2)=[N:4][CH:5]=[CH:6][CH:7]=1.[Mn]([O-])(=O)(=O)=[O:16].[K+].[OH2:21], predict the reaction product. The product is: [Cl:1][C:2]1[C:3]([C:8]2[CH:9]=[N:10][C:11]([C:14]([OH:16])=[O:21])=[CH:12][CH:13]=2)=[N:4][CH:5]=[CH:6][CH:7]=1.